From a dataset of Catalyst prediction with 721,799 reactions and 888 catalyst types from USPTO. Predict which catalyst facilitates the given reaction. (1) Reactant: [NH2:1][C:2]1[C:3]([S:9][C:10]([CH3:19])([CH3:18])[C:11]([O:13][C:14]([CH3:17])([CH3:16])[CH3:15])=[O:12])=[N:4][CH:5]=[C:6]([Cl:8])[CH:7]=1.O=[C:21]1[CH2:26][CH2:25][N:24]([C:27]([O:29][C:30]([CH3:33])([CH3:32])[CH3:31])=[O:28])[CH2:23][CH2:22]1.FC(F)(F)C(O)=O.C(O[BH-](OC(=O)C)OC(=O)C)(=O)C.[Na+].[OH-].[Na+]. Product: [C:14]([O:13][C:11](=[O:12])[C:10]([S:9][C:3]1[C:2]([NH:1][CH:21]2[CH2:26][CH2:25][N:24]([C:27]([O:29][C:30]([CH3:33])([CH3:32])[CH3:31])=[O:28])[CH2:23][CH2:22]2)=[CH:7][C:6]([Cl:8])=[CH:5][N:4]=1)([CH3:19])[CH3:18])([CH3:17])([CH3:16])[CH3:15]. The catalyst class is: 26. (2) Reactant: C(=O)([O-])[O-].[Cs+].[Cs+].[CH:7]1[CH:8]=[CH:9][C:10]2[N:15]=[C:14]([C:16]3[N:20]=[CH:19][S:18][CH:17]=3)[NH:13][C:11]=2[CH:12]=1.Br[CH:22]([CH3:31])[CH2:23][CH2:24][CH2:25][C:26]([O:28][CH2:29][CH3:30])=[O:27].O. Product: [S:18]1[CH:17]=[C:16]([C:14]2[N:13]([CH2:31][CH2:22][CH2:23][CH2:24][CH2:25][C:26]([O:28][CH2:29][CH3:30])=[O:27])[C:11]3[CH:12]=[CH:7][CH:8]=[CH:9][C:10]=3[N:15]=2)[N:20]=[CH:19]1. The catalyst class is: 9. (3) Reactant: [H-].[Al+3].[Li+].[H-].[H-].[H-].C[O:8][C:9](=O)[C@@H:10]([NH2:24])[CH2:11][CH2:12][CH:13]([C:18]1[CH:23]=[CH:22][CH:21]=[CH:20][CH:19]=1)[C:14]([F:17])([F:16])[F:15].S([O-])([O-])(=O)=O.[Na+].[Na+]. Product: [NH2:24][C@@H:10]([CH2:11][CH2:12][CH:13]([C:18]1[CH:23]=[CH:22][CH:21]=[CH:20][CH:19]=1)[C:14]([F:15])([F:16])[F:17])[CH2:9][OH:8]. The catalyst class is: 7.